This data is from Reaction yield outcomes from USPTO patents with 853,638 reactions. The task is: Predict the reaction yield, written as a fraction of the theoretical maximum amount of product (1.0 means a 100% yield; for example, 0.34 means a 34% yield). (1) The reactants are [CH3:1][O:2][B:3](OC)OC.[Cl:8][C:9]1[CH:14]=[CH:13][C:12]([Mg]Br)=[CH:11][CH:10]=1. The catalyst is O1CCCC1. The product is [Cl:8][C:9]1[CH:14]=[CH:13][C:12]([B:3]([C:12]2[CH:13]=[CH:14][C:9]([Cl:8])=[CH:10][CH:11]=2)[O:2][CH3:1])=[CH:11][CH:10]=1. The yield is 0.920. (2) The reactants are [I:1]Cl.[Cl:3][C:4]1[CH:5]=[C:6]([CH:8]=[CH:9][C:10]=1[Cl:11])[NH2:7]. The catalyst is C(O)(=O)C. The product is [Cl:11][C:10]1[C:4]([Cl:3])=[CH:5][C:6]([NH2:7])=[C:8]([I:1])[CH:9]=1. The yield is 0.430.